From a dataset of Reaction yield outcomes from USPTO patents with 853,638 reactions. Predict the reaction yield, written as a fraction of the theoretical maximum amount of product (1.0 means a 100% yield; for example, 0.34 means a 34% yield). (1) The reactants are C([O-])([O-])=O.[Na+].[Na+].[CH2:7]([O:9][NH2:10])[CH3:8].[C:11](O[C:11]([O:13][C:14]([CH3:17])([CH3:16])[CH3:15])=[O:12])([O:13][C:14]([CH3:17])([CH3:16])[CH3:15])=[O:12].Cl. The catalyst is ClCCl.O. The product is [CH2:7]([O:9][NH:10][C:11](=[O:12])[O:13][C:14]([CH3:17])([CH3:16])[CH3:15])[CH3:8]. The yield is 0.900. (2) The reactants are [F:1][C:2]([F:7])([F:6])[C:3]([OH:5])=[O:4].[NH:8]1[CH2:11][CH2:10][C@H:9]1[CH2:12][O:13][C:14]1[CH:15]=[C:16]([C:20]2[CH:25]=[CH:24][CH:23]=[CH:22][C:21]=2CCCO)[CH:17]=[N:18][CH:19]=1.[C:30](O)(C(F)(F)F)=O.C=O.CC1C(Br)=[C:44]([OH:47])[C:43](Br)=[CH:42]C=1C1(C2C=C(Br)C(O)=C(Br)C=2C)OS(=O)(=O)C2C=CC=CC1=2.CC([O-])=O.[Na+].C([BH3-])#N.[Na+]. The catalyst is C(O)C.O. The product is [F:1][C:2]([F:7])([F:6])[C:3]([OH:5])=[O:4].[CH3:30][N:8]1[CH2:11][CH2:10][C@H:9]1[CH2:12][O:13][C:14]1[CH:15]=[C:16]([C:20]2[CH:21]=[C:22]([CH2:42][CH2:43][CH2:44][OH:47])[CH:23]=[CH:24][CH:25]=2)[CH:17]=[N:18][CH:19]=1. The yield is 0.620. (3) The reactants are [CH:1]1([NH:9][C:10]([NH:12][NH:13][C:14](=O)[CH2:15][CH2:16][N:17]2[CH2:22][CH2:21][N:20]([C:23]3[CH:28]=[CH:27][CH:26]=[CH:25][C:24]=3[O:29][CH3:30])[CH2:19][CH2:18]2)=[O:11])[CH2:8][CH2:7][CH2:6][CH2:5][CH2:4][CH2:3][CH2:2]1.Cl.C(OCC)(=O)C. The catalyst is [OH-].[Na+]. The product is [CH:1]1([N:9]2[C:14]([CH2:15][CH2:16][N:17]3[CH2:22][CH2:21][N:20]([C:23]4[CH:28]=[CH:27][CH:26]=[CH:25][C:24]=4[O:29][CH3:30])[CH2:19][CH2:18]3)=[N:13][NH:12][C:10]2=[O:11])[CH2:8][CH2:7][CH2:6][CH2:5][CH2:4][CH2:3][CH2:2]1. The yield is 0.470. (4) The product is [CH2:18]([O:17][C:15](=[O:16])[CH:14]([CH2:20][S:9][CH2:2][C:3]1[CH:8]=[CH:7][CH:6]=[CH:5][CH:4]=1)[CH2:26][S:9][CH2:2][C:3]1[CH:8]=[CH:7][CH:6]=[CH:5][CH:4]=1)[CH3:19]. The reactants are [Na].[CH2:2]([SH:9])[C:3]1[CH:8]=[CH:7][CH:6]=[CH:5][CH:4]=1.C(OC(=O)[C:14]([CH2:26]OS(C)(=O)=O)([CH2:20]OS(C)(=O)=O)[C:15]([O:17][CH2:18][CH3:19])=[O:16])C. The yield is 0.830. The catalyst is C(O)C.